This data is from Reaction yield outcomes from USPTO patents with 853,638 reactions. The task is: Predict the reaction yield, written as a fraction of the theoretical maximum amount of product (1.0 means a 100% yield; for example, 0.34 means a 34% yield). (1) The reactants are [Br:1][C:2]1[CH:13]=[C:6]2[C:7]([O:9]C(=O)[NH:11][C:5]2=[CH:4][CH:3]=1)=O.Cl.[NH2:15][CH:16]1[CH2:21][CH2:20][C:19](=[O:22])[NH:18][C:17]1=[O:23].C(N(CC)CC)C.C(O)(=O)C. The catalyst is C(#N)C. The product is [NH2:11][C:5]1[CH:4]=[CH:3][C:2]([Br:1])=[CH:13][C:6]=1[C:7]([NH:15][CH:16]1[CH2:21][CH2:20][C:19](=[O:22])[NH:18][C:17]1=[O:23])=[O:9]. The yield is 0.720. (2) The reactants are [Cl:1][C:2]1[CH:7]=[CH:6][C:5]([CH:8]2[C:15]3[C:14]([CH3:16])=[N:13][NH:12][C:11]=3[C:10](=[O:17])[N:9]2[CH2:18][C:19]2[CH:24]=[CH:23][C:22]([O:25][CH3:26])=[CH:21][CH:20]=2)=[CH:4][CH:3]=1.[CH:44]1[CH:43]=CC(P([C:40]2[CH:45]=[CH:44][CH:43]=CC=2)[C:44]2[CH:43]=CC=[CH:40][CH:45]=2)=[CH:40][CH:45]=1.C1(O)CCC1.CCOC(/N=N/C(OCC)=O)=O.C1(C)C=CC=CC=1. The catalyst is C1COCC1. The product is [Cl:1][C:2]1[CH:7]=[CH:6][C:5]([CH:8]2[C:15]3[C:14]([CH3:16])=[N:13][N:12]([CH:43]4[CH2:44][CH2:45][CH2:40]4)[C:11]=3[C:10](=[O:17])[N:9]2[CH2:18][C:19]2[CH:20]=[CH:21][C:22]([O:25][CH3:26])=[CH:23][CH:24]=2)=[CH:4][CH:3]=1. The yield is 0.750.